Predict the reaction yield, written as a fraction of the theoretical maximum amount of product (1.0 means a 100% yield; for example, 0.34 means a 34% yield). From a dataset of Reaction yield outcomes from USPTO patents with 853,638 reactions. The reactants are [F:1][C:2]1[CH:3]=[N:4][C:5]2[C:10]([C:11]=1[CH2:12][CH2:13][N:14]1[CH2:17][CH:16]([CH2:18][NH2:19])[CH2:15]1)=[N:9][C:8]([O:20][CH3:21])=[CH:7][CH:6]=2.[O:22]=[C:23]1[NH:28][C:27]2[N:29]=[C:30]([CH:33]=O)[CH:31]=[CH:32][C:26]=2[S:25][CH2:24]1.[BH4-].[Na+]. The catalyst is C(Cl)Cl.CCO. The product is [F:1][C:2]1[CH:3]=[N:4][C:5]2[C:10]([C:11]=1[CH2:12][CH2:13][N:14]1[CH2:15][CH:16]([CH2:18][NH:19][CH2:33][C:30]3[CH:31]=[CH:32][C:26]4[S:25][CH2:24][C:23](=[O:22])[NH:28][C:27]=4[N:29]=3)[CH2:17]1)=[N:9][C:8]([O:20][CH3:21])=[CH:7][CH:6]=2. The yield is 0.500.